Dataset: Catalyst prediction with 721,799 reactions and 888 catalyst types from USPTO. Task: Predict which catalyst facilitates the given reaction. (1) Reactant: [CH3:1][S:2][CH2:3][N:4]1[C:12]2[CH:11]=[C:10]([C:13]([O:15][C:16]([CH3:19])([CH3:18])[CH3:17])=[O:14])[N:9]=[CH:8][C:7]=2[CH:6]=[CH:5]1.[OH:20]OS([O-])=O.[K+].[OH2:26]. Product: [CH3:1][S:2]([CH2:3][N:4]1[C:12]2[CH:11]=[C:10]([C:13]([O:15][C:16]([CH3:19])([CH3:18])[CH3:17])=[O:14])[N:9]=[CH:8][C:7]=2[CH:6]=[CH:5]1)(=[O:20])=[O:26]. The catalyst class is: 5. (2) The catalyst class is: 1. Reactant: [NH2:1][CH2:2][C:3]1[C:4]([F:24])=[CH:5][C:6]([Cl:23])=[C:7]([C:9]2[NH:10][C:11](=[O:22])[N:12]([CH:14]3[CH2:19][CH2:18][C:17]([CH3:21])([CH3:20])[CH2:16][CH2:15]3)[N:13]=2)[CH:8]=1.[C:25](Cl)(=[O:30])[C:26]([CH3:29])([CH3:28])[CH3:27]. Product: [Cl:23][C:6]1[C:7]([C:9]2[NH:10][C:11](=[O:22])[N:12]([CH:14]3[CH2:19][CH2:18][C:17]([CH3:20])([CH3:21])[CH2:16][CH2:15]3)[N:13]=2)=[CH:8][C:3]([CH2:2][NH:1][C:25](=[O:30])[C:26]([CH3:29])([CH3:28])[CH3:27])=[C:4]([F:24])[CH:5]=1.